Task: Predict the product of the given reaction.. Dataset: Forward reaction prediction with 1.9M reactions from USPTO patents (1976-2016) (1) Given the reactants [C:1]([O:5][C:6](=[O:25])[NH:7][C@@H:8]([CH2:16][C:17]1[CH:22]=[CH:21][C:20]([OH:23])=[CH:19][C:18]=1[F:24])[C:9](=[O:15])[N:10]1[CH2:14][CH2:13][CH2:12][CH2:11]1)([CH3:4])([CH3:3])[CH3:2].C1C=CC(N([S:33]([C:36]([F:39])([F:38])[F:37])(=[O:35])=[O:34])[S:33]([C:36]([F:39])([F:38])[F:37])(=[O:35])=[O:34])=CC=1, predict the reaction product. The product is: [C:1]([O:5][C:6]([NH:7][C@H:8]([C:9](=[O:15])[N:10]1[CH2:11][CH2:12][CH2:13][CH2:14]1)[CH2:16][C:17]1[CH:22]=[CH:21][C:20]([O:23][S:33]([C:36]([F:39])([F:38])[F:37])(=[O:35])=[O:34])=[CH:19][C:18]=1[F:24])=[O:25])([CH3:4])([CH3:2])[CH3:3]. (2) Given the reactants C1(C(C2C=CC=CC=2)[N:8]2[C:16]3[C:11](=[CH:12][CH:13]=[CH:14][CH:15]=3)[C:10]3([C:20]4[CH:21]=[CH:22][C:23]([O:25][C@H:26]5[CH2:30][CH2:29][N:28]([C:31]([O:33][C:34]([CH3:37])([CH3:36])[CH3:35])=[O:32])[CH2:27]5)=[CH:24][C:19]=4[O:18][CH2:17]3)[C:9]2=[O:38])C=CC=CC=1, predict the reaction product. The product is: [O:38]=[C:9]1[C:10]2([C:20]3[CH:21]=[CH:22][C:23]([O:25][C@H:26]4[CH2:30][CH2:29][N:28]([C:31]([O:33][C:34]([CH3:37])([CH3:36])[CH3:35])=[O:32])[CH2:27]4)=[CH:24][C:19]=3[O:18][CH2:17]2)[C:11]2[C:16](=[CH:15][CH:14]=[CH:13][CH:12]=2)[NH:8]1.